From a dataset of Forward reaction prediction with 1.9M reactions from USPTO patents (1976-2016). Predict the product of the given reaction. (1) Given the reactants [CH3:1][S:2][C:3]1[CH:4]=[CH:5][C:6]2[O:10][C:9]([CH2:11][OH:12])=[CH:8][C:7]=2[CH:13]=1.[H-].[Na+].[C:16]([O:20][C:21]([N:23]1[CH2:28][CH2:27][CH:26]([CH2:29]OS(C)(=O)=O)[CH2:25][CH2:24]1)=[O:22])([CH3:19])([CH3:18])[CH3:17], predict the reaction product. The product is: [C:16]([O:20][C:21]([N:23]1[CH2:28][CH2:27][CH:26]([CH2:29][O:12][CH2:11][C:9]2[O:10][C:6]3[CH:5]=[CH:4][C:3]([S:2][CH3:1])=[CH:13][C:7]=3[CH:8]=2)[CH2:25][CH2:24]1)=[O:22])([CH3:19])([CH3:17])[CH3:18]. (2) Given the reactants [OH:1][CH2:2][CH2:3][CH2:4][O:5][C:6]1[CH:7]=[CH:8][C:9]([C:12]([NH:14][CH3:15])=[O:13])=[N:10][CH:11]=1.[H-].[Na+].Cl[C:19]1[C:20]2[C:27]([C:28]3[CH:33]=[CH:32][N:31]=[CH:30][CH:29]=3)=[CH:26][S:25][C:21]=2[N:22]=[CH:23][N:24]=1.C(O)(=O)C, predict the reaction product. The product is: [CH3:15][NH:14][C:12]([C:9]1[CH:8]=[CH:7][C:6]([O:5][CH2:4][CH2:3][CH2:2][O:1][C:19]2[C:20]3[C:27]([C:28]4[CH:33]=[CH:32][N:31]=[CH:30][CH:29]=4)=[CH:26][S:25][C:21]=3[N:22]=[CH:23][N:24]=2)=[CH:11][N:10]=1)=[O:13]. (3) Given the reactants [NH2:1][C:2]1[CH:10]=[CH:9][C:8]([F:11])=[CH:7][C:3]=1[C:4]([NH2:6])=[O:5].C(N(CC)CC)C.Cl[C:20](=[O:26])[C:21]([O:23][CH2:24][CH3:25])=[O:22], predict the reaction product. The product is: [NH2:6][C:4]([C:3]1[CH:7]=[C:8]([F:11])[CH:9]=[CH:10][C:2]=1[NH:1][C:20](=[O:26])[C:21]([O:23][CH2:24][CH3:25])=[O:22])=[O:5]. (4) Given the reactants Cl.[C:2]([CH2:4][C:5](OCC)=[O:6])#[N:3].[CH2:10]([O:12][C:13]1[CH:18]=[CH:17][C:16]([NH:19][C:20]([NH2:22])=[S:21])=[CH:15][CH:14]=1)[CH3:11].C(=O)(O)[O-].[Na+], predict the reaction product. The product is: [NH2:3][C:2]1[N:19]([C:16]2[CH:17]=[CH:18][C:13]([O:12][CH2:10][CH3:11])=[CH:14][CH:15]=2)[C:20](=[S:21])[NH:22][C:5](=[O:6])[CH:4]=1. (5) Given the reactants [NH2:1][C:2]1[C:3]([C:24](N(OC)C)=[O:25])=[N:4][C:5]([C:8]2[CH:13]=[CH:12][CH:11]=[C:10]([C:14]([NH:16][CH2:17][C:18]3[CH:23]=[CH:22][CH:21]=[CH:20][CH:19]=3)=[O:15])[CH:9]=2)=[CH:6][N:7]=1, predict the reaction product. The product is: [NH2:1][C:2]1[N:7]=[CH:6][C:5]([C:8]2[CH:9]=[C:10]([CH:11]=[CH:12][CH:13]=2)[C:14]([NH:16][CH2:17][C:18]2[CH:19]=[CH:20][CH:21]=[CH:22][CH:23]=2)=[O:15])=[N:4][C:3]=1[CH:24]=[O:25]. (6) Given the reactants [CH3:1][NH:2][CH3:3].N1C=CC=CC=1.[CH:10]([S:13](Cl)(=[O:15])=[O:14])([CH3:12])[CH3:11], predict the reaction product. The product is: [CH3:1][N:2]([CH3:3])[S:13]([CH:10]([CH3:12])[CH3:11])(=[O:15])=[O:14]. (7) Given the reactants C([O:3]C(=O)C)C.[ClH:7].[S:8]1[C:12]2[CH:13]=[CH:14][CH:15]=[CH:16][C:11]=2[C:10]([N:17]2[CH2:22][CH2:21][N:20]([CH2:23][C@@H:24]3[CH2:29][CH2:28][CH2:27][CH2:26][C@H:25]3[CH2:30][N:31]3[C:39](=[O:40])[CH:38]4[CH:33]([CH:34]5[CH2:41][CH:37]4[CH2:36][CH2:35]5)[C:32]3=[O:42])[CH2:19][CH2:18]2)=[N:9]1, predict the reaction product. The product is: [OH2:3].[OH2:40].[ClH:7].[ClH:7].[S:8]1[C:12]2[CH:13]=[CH:14][CH:15]=[CH:16][C:11]=2[C:10]([N:17]2[CH2:18][CH2:19][N:20]([CH2:23][C@@H:24]3[CH2:29][CH2:28][CH2:27][CH2:26][C@H:25]3[CH2:30][N:31]3[C:32](=[O:42])[C@H:33]4[C@H:38]([C@H:37]5[CH2:41][C@@H:34]4[CH2:35][CH2:36]5)[C:39]3=[O:40])[CH2:21][CH2:22]2)=[N:9]1. (8) Given the reactants C(N=S(C1C=CC(CN[C:13]([C:15]2[C:20](=[O:21])[C:19]([Br:22])=[C:18]([CH3:23])[N:17]([C:24]3[N:25]([CH3:29])[N:26]=[CH:27][CH:28]=3)[CH:16]=2)=[O:14])=CC=1)(C)=O)#N.C(N=S(C1C=CC(CN[C:44](C2C(=O)C=C(C)N(C3N(C)N=CC=3)C=2)=[O:45])=CC=1)(C)=O)#N.BrBr, predict the reaction product. The product is: [CH3:44][O:45][C:13]([C:15]1[C:20](=[O:21])[C:19]([Br:22])=[C:18]([CH3:23])[N:17]([C:24]2[N:25]([CH3:29])[N:26]=[CH:27][CH:28]=2)[CH:16]=1)=[O:14].